This data is from Full USPTO retrosynthesis dataset with 1.9M reactions from patents (1976-2016). The task is: Predict the reactants needed to synthesize the given product. (1) Given the product [C:12]([O:11][C:9](=[O:10])[NH:7][C@H:6]1[CH2:5][CH2:4][C@H:3]([OH:8])[CH2:2][CH2:1]1)([CH3:15])([CH3:14])[CH3:13], predict the reactants needed to synthesize it. The reactants are: [CH2:1]1[CH:6]([NH2:7])[CH2:5][CH2:4][CH:3]([OH:8])[CH2:2]1.[C:9](O[C:9]([O:11][C:12]([CH3:15])([CH3:14])[CH3:13])=[O:10])([O:11][C:12]([CH3:15])([CH3:14])[CH3:13])=[O:10]. (2) Given the product [OH:8][C:9]1[CH:14]=[C:13]([CH2:15][CH2:16][CH2:17][CH2:18][S:19]([OH:21])=[O:20])[CH:12]=[CH:11][C:10]=1[N:29]1[CH2:30][C:31](=[O:36])[NH:32][S:33]1(=[O:35])=[O:34], predict the reactants needed to synthesize it. The reactants are: C([O:8][C:9]1[CH:14]=[C:13]([CH2:15][CH2:16][CH2:17][CH2:18][S:19](CC2C=CC=CC=2)(=[O:21])=[O:20])[CH:12]=[CH:11][C:10]=1[N:29]1[S:33](=[O:35])(=[O:34])[NH:32][C:31](=[O:36])[CH2:30]1)C1C=CC=CC=1.O.